From a dataset of Full USPTO retrosynthesis dataset with 1.9M reactions from patents (1976-2016). Predict the reactants needed to synthesize the given product. (1) Given the product [OH:17][CH2:16][CH2:15][CH2:14][NH:13][C:10]([C:2]1[O:1][C:5]2[CH:6]=[CH:7][CH:8]=[CH:9][C:4]=2[CH:3]=1)=[O:12], predict the reactants needed to synthesize it. The reactants are: [O:1]1[C:5]2[CH:6]=[CH:7][CH:8]=[CH:9][C:4]=2[CH:3]=[C:2]1[C:10]([OH:12])=O.[NH2:13][CH2:14][CH2:15][CH2:16][OH:17]. (2) Given the product [CH2:2]([O:4][C:5]([C:7]1[C:8]2[S:16][CH:15]=[C:14]([CH2:17][O:18][C:19]3[CH:24]=[C:23]([C:25]4[O:26][C:27]([CH2:30][C:31]5[CH:32]=[CH:33][C:34]([Cl:37])=[CH:35][CH:36]=5)=[N:28][N:29]=4)[CH:22]=[CH:21][C:20]=3[CH3:38])[C:9]=2[C:10]([NH2:1])=[N:11][CH:12]=1)=[O:6])[CH3:3], predict the reactants needed to synthesize it. The reactants are: [NH3:1].[CH2:2]([O:4][C:5]([C:7]1[C:8]2[S:16][CH:15]=[C:14]([CH2:17][O:18][C:19]3[CH:24]=[C:23]([C:25]4[O:26][C:27]([CH2:30][C:31]5[CH:36]=[CH:35][C:34]([Cl:37])=[CH:33][CH:32]=5)=[N:28][N:29]=4)[CH:22]=[CH:21][C:20]=3[CH3:38])[C:9]=2[C:10](Cl)=[N:11][CH:12]=1)=[O:6])[CH3:3].